This data is from Human liver microsome stability data. The task is: Regression/Classification. Given a drug SMILES string, predict its absorption, distribution, metabolism, or excretion properties. Task type varies by dataset: regression for continuous measurements (e.g., permeability, clearance, half-life) or binary classification for categorical outcomes (e.g., BBB penetration, CYP inhibition). Dataset: hlm. (1) The drug is CCCC[C@@H](C#N)n1cc([C@@](C)(NC(=O)c2ccsc2)C2CCCCC2)nn1. The result is 1 (stable in human liver microsomes). (2) The compound is Cn1c(=O)cc(N2CCC[C@@](C)(N)C2)n(Cc2cc(F)ccc2C#N)c1=O. The result is 0 (unstable in human liver microsomes). (3) The drug is CC(=O)O[C@@]12CO[C@@H]1C[C@H](O)[C@@]1(C)C(=O)[C@H](O)C3=C(C)[C@@H](OC(=O)[C@H](O)[C@@H](NC(=O)OC(C)(C)C(F)F)c4ccccc4)C[C@@](O)([C@@H](OC(=O)c4cccc(F)c4)[C@H]21)C3(C)C. The result is 0 (unstable in human liver microsomes). (4) The molecule is N#Cc1cccc(NC(=NO)c2nonc2SCCNC(=O)CS(N)(=O)=O)c1. The result is 0 (unstable in human liver microsomes). (5) The drug is CC(C)(C)c1cc(NC(=O)[C@@H]2CCC(=O)N2c2ccc(Cl)cc2)on1. The result is 0 (unstable in human liver microsomes). (6) The molecule is CS(=O)(=O)Nc1ccc2c(c1)S(=O)(=O)NC(C1=C(O)[C@@H]3C4CCC(CC4)[C@@H]3N(Cc3ccccc3Cl)C1=O)=N2. The result is 0 (unstable in human liver microsomes). (7) The drug is Cc1nc2c(F)cc(-c3nc(Nc4ccc5c(n4)CCN(CCN(C)C)C5)ncc3F)cc2n1C(C)C. The result is 0 (unstable in human liver microsomes). (8) The drug is COc1cc2ccc(C#N)cc2cc1[C@@H](c1cccc(OC)c1OC)[C@@](O)(CCN(C)C)c1cccc2c1CCC2. The result is 1 (stable in human liver microsomes). (9) The molecule is C[C@@H](NC(=O)c1cc2c(=O)n3ccccc3nc2n(Cc2ccccc2)c1=N)c1ccccc1. The result is 0 (unstable in human liver microsomes).